From a dataset of Reaction yield outcomes from USPTO patents with 853,638 reactions. Predict the reaction yield, written as a fraction of the theoretical maximum amount of product (1.0 means a 100% yield; for example, 0.34 means a 34% yield). (1) The reactants are [CH2:1]([C:8]1[C:9](=[O:18])[NH:10][C:11]([S:15][CH2:16][CH3:17])=[N:12][C:13]=1[CH3:14])[C:2]1[CH:7]=[CH:6][CH:5]=[CH:4][CH:3]=1.Br[CH2:20][C:21]1[CH:26]=[CH:25][C:24]([C:27]2[CH:32]=[CH:31][CH:30]=[CH:29][C:28]=2[C:33]2[N:37]=[C:36](C(Cl)(Cl)Cl)[O:35][N:34]=2)=[CH:23][CH:22]=1.C(=O)([O-])[O-:43].[Cs+].[Cs+]. The catalyst is CN(C)C=O.C(OCC)(=O)C. The product is [CH2:1]([C:8]1[C:9](=[O:18])[N:10]([CH2:20][C:21]2[CH:26]=[CH:25][C:24]([C:27]3[CH:32]=[CH:31][CH:30]=[CH:29][C:28]=3[C:33]3[NH:37][C:36](=[O:43])[O:35][N:34]=3)=[CH:23][CH:22]=2)[C:11]([S:15][CH2:16][CH3:17])=[N:12][C:13]=1[CH3:14])[C:2]1[CH:3]=[CH:4][CH:5]=[CH:6][CH:7]=1. The yield is 0.0600. (2) The reactants are [CH3:1][C:2]1([CH3:12])[CH:4](C2C=CC=CC=2C)[O:3]1.F[C:32]1[C:37](B([C:32]2[C:37](F)=[C:36](F)[C:35](F)=[C:34](F)[C:33]=2F)[C:32]2[C:37](F)=[C:36](F)[C:35](F)=[C:34](F)[C:33]=2F)=[C:36](F)[C:35](F)=[C:34](F)[C:33]=1F.[CH:47]1C=CC=CC=1. The catalyst is C(=O)(O)[O-].[Na+]. The product is [CH3:1][C:2]([C:32]1[CH:33]=[CH:34][CH:35]=[CH:36][C:37]=1[CH3:47])([CH3:12])[CH:4]=[O:3]. The yield is 0.890. (3) The product is [CH:21]12[O:23][CH:18]([CH2:19][CH2:20]1)[CH2:17][N:16]([C:12]1[S:13][C:14]([CH3:15])=[C:10]([CH2:9][OH:8])[N:11]=1)[CH2:22]2. The yield is 0.800. The reactants are [Si]([O:8][CH2:9][C:10]1[N:11]=[C:12]([N:16]2[CH2:22][CH:21]3[O:23][CH:18]([CH2:19][CH2:20]3)[CH2:17]2)[S:13][C:14]=1[CH3:15])(C(C)(C)C)(C)C.F.F.F.C(N(CC)CC)C. The catalyst is C1COCC1. (4) The reactants are [F:1][CH:2]([F:14])[O:3][CH2:4][C:5]1([C:9]([O:11]CC)=[O:10])[CH2:8][CH2:7][CH2:6]1.O.[OH-].[Na+]. The catalyst is C(O)C.C1COCC1. The product is [F:1][CH:2]([F:14])[O:3][CH2:4][C:5]1([C:9]([OH:11])=[O:10])[CH2:8][CH2:7][CH2:6]1. The yield is 0.350. (5) The reactants are [C:1]([N:8]1[CH2:13][CH2:12][CH:11]([CH2:14][NH2:15])[CH2:10][CH2:9]1)([O:3][C:4]([CH3:7])([CH3:6])[CH3:5])=[O:2].[Cl:16][C:17]1[N:22]=[C:21]([Cl:23])[C:20]([Cl:24])=[C:19](Cl)[C:18]=1[Cl:26].C(=O)([O-])[O-].[K+].[K+]. The catalyst is CN(C=O)C. The product is [C:1]([N:8]1[CH2:13][CH2:12][CH:11]([CH2:14][NH:15][C:19]2[C:18]([Cl:26])=[C:17]([Cl:16])[N:22]=[C:21]([Cl:23])[C:20]=2[Cl:24])[CH2:10][CH2:9]1)([O:3][C:4]([CH3:7])([CH3:6])[CH3:5])=[O:2]. The yield is 0.620. (6) The reactants are [CH3:1][N:2]1[C:10]2[CH:9]=[CH:8][CH:7]=[C:6]([C:11](OC3C=CC=CC=3)=[O:12])[C:5]=2[C:4]2([C:31]3[C:22](=[CH:23][C:24]4[O:29][CH2:28][CH2:27][O:26][C:25]=4[CH:30]=3)[O:21][CH2:20]2)[C:3]1=[O:32].Cl.[CH:34]1([NH2:38])[CH2:37][CH2:36][CH2:35]1.C(=O)([O-])[O-].[K+].[K+].CN(C)C=O. The yield is 0.170. The product is [CH:34]1([NH:38][C:11]([C:6]2[C:5]3[C:4]4([C:31]5[C:22](=[CH:23][C:24]6[O:29][CH2:28][CH2:27][O:26][C:25]=6[CH:30]=5)[O:21][CH2:20]4)[C:3](=[O:32])[N:2]([CH3:1])[C:10]=3[CH:9]=[CH:8][CH:7]=2)=[O:12])[CH2:37][CH2:36][CH2:35]1. The catalyst is O. (7) The product is [S:4]1[CH2:3][CH2:2][NH:7][C:6]2[CH:8]=[CH:9][CH:10]=[CH:11][C:5]1=2. The yield is 0.990. The reactants are Cl[CH2:2][CH2:3][S:4][C:5]1[CH:11]=[CH:10][CH:9]=[CH:8][C:6]=1[NH2:7].C(=O)([O-])[O-].[K+].[K+].[I-].[Na+]. The catalyst is CN(C=O)C.C(OCC)(=O)C. (8) The catalyst is C1(C)C=CC=CC=1.CO. The reactants are [C:1]([NH:8][CH2:9][CH2:10][C:11]1[CH:17]=[CH:16][C:14]([NH2:15])=[CH:13][CH:12]=1)([O:3][C:4]([CH3:7])([CH3:6])[CH3:5])=[O:2].[CH:18](=O)[C:19]1[CH:24]=[CH:23][CH:22]=[CH:21][CH:20]=1.CC(O)=O.[BH3-]C#N.[Na+]. The product is [CH2:18]([NH:15][C:14]1[CH:16]=[CH:17][C:11]([CH2:10][CH2:9][NH:8][C:1]([O:3][C:4]([CH3:6])([CH3:7])[CH3:5])=[O:2])=[CH:12][CH:13]=1)[C:19]1[CH:24]=[CH:23][CH:22]=[CH:21][CH:20]=1. The yield is 0.830. (9) The catalyst is O1CCOCC1. The yield is 0.530. The reactants are [NH2:1][C:2]1[C:11]([CH2:12][NH2:13])=[CH:10][CH:9]=[CH:8][C:3]=1[C:4]([O:6][CH3:7])=[O:5].[CH:14](=O)[C:15]1[CH:20]=[CH:19][CH:18]=[N:17][CH:16]=1.C(O)(=O)C. The product is [N:17]1[CH:18]=[CH:19][CH:20]=[C:15]([CH:14]2[NH:13][CH2:12][C:11]3[C:2](=[C:3]([C:4]([O:6][CH3:7])=[O:5])[CH:8]=[CH:9][CH:10]=3)[NH:1]2)[CH:16]=1. (10) The product is [O:19]1[C:23]2[CH:24]=[CH:25][CH:26]=[CH:27][C:22]=2[CH:21]=[C:20]1[C:2]1[C:10]2[C:5](=[CH:6][CH:7]=[C:8]([C:11]#[N:12])[CH:9]=2)[N:4]([CH:13]2[CH2:18][CH2:17][CH2:16][CH2:15][O:14]2)[N:3]=1. The yield is 0.150. The catalyst is COCCOC.C1C=CC(P(C2C=CC=CC=2)[C-]2C=CC=C2)=CC=1.C1C=CC(P(C2C=CC=CC=2)[C-]2C=CC=C2)=CC=1.Cl[Pd]Cl.[Fe+2]. The reactants are Br[C:2]1[C:10]2[C:5](=[CH:6][CH:7]=[C:8]([C:11]#[N:12])[CH:9]=2)[N:4]([CH:13]2[CH2:18][CH2:17][CH2:16][CH2:15][O:14]2)[N:3]=1.[O:19]1[C:23]2[CH:24]=[CH:25][CH:26]=[CH:27][C:22]=2[CH:21]=[C:20]1B(O)O.C(Cl)Cl.P([O-])([O-])([O-])=O.[K+].[K+].[K+].